Dataset: Forward reaction prediction with 1.9M reactions from USPTO patents (1976-2016). Task: Predict the product of the given reaction. (1) Given the reactants [CH:1]1([C:4]2[CH:9]=[CH:8][C:7]([CH2:10][C:11]([O:13]C)=[O:12])=[CH:6][CH:5]=2)[CH2:3][CH2:2]1.O.[OH-].[Li+].Cl, predict the reaction product. The product is: [CH:1]1([C:4]2[CH:9]=[CH:8][C:7]([CH2:10][C:11]([OH:13])=[O:12])=[CH:6][CH:5]=2)[CH2:2][CH2:3]1. (2) Given the reactants [N:1]1([NH2:10])[C:9]2[C:4](=[CH:5][CH:6]=[CH:7][CH:8]=2)[CH:3]=[CH:2]1.Cl[C:12]([O:14][C:15]1[CH:20]=[CH:19][CH:18]=[CH:17][CH:16]=1)=[O:13].C(=O)([O-])N, predict the reaction product. The product is: [N:1]1([NH:10][C:12](=[O:13])[O:14][C:15]2[CH:20]=[CH:19][CH:18]=[CH:17][CH:16]=2)[C:9]2[C:4](=[CH:5][CH:6]=[CH:7][CH:8]=2)[CH:3]=[CH:2]1. (3) The product is: [Cl:1][C:2]1[CH:11]=[C:10]2[C:5]([C:6](=[C:17]3[CH2:21][CH2:20][N:19]([C:22]4[CH:27]=[CH:26][CH:25]=[CH:29][CH:23]=4)[C:18]3=[O:28])[CH2:7][CH:8]([C:12]([O:14][CH2:15][CH3:16])=[O:13])[NH:9]2)=[CH:4][CH:3]=1. Given the reactants [Cl:1][C:2]1[CH:11]=[C:10]2[C:5]([C:6](=[C:17]3[CH2:21][CH2:20][N:19]([C:22]4[CH:23]=N[CH:25]=[CH:26][CH:27]=4)[C:18]3=[O:28])[CH2:7][CH:8]([C:12]([O:14][CH2:15][CH3:16])=[O:13])[NH:9]2)=[CH:4][CH:3]=1.[C:29]1(C)C=CC=CC=1, predict the reaction product. (4) Given the reactants [C:1]([C:3]1[CH:8]=[CH:7][CH:6]=[CH:5][C:4]=1[OH:9])#[N:2].N(CCO)(CCO)CCO.O, predict the reaction product. The product is: [OH:9][C:4]1[CH:5]=[CH:6][CH:7]=[CH:8][C:3]=1[CH2:1][NH2:2]. (5) Given the reactants C([O:3][C:4](=[O:15])[CH:5]([CH3:14])[C:6]([NH:8][CH2:9][C:10]([F:13])([F:12])[F:11])=[O:7])C.[OH-].[Li+], predict the reaction product. The product is: [CH3:14][CH:5]([C:6]([NH:8][CH2:9][C:10]([F:11])([F:12])[F:13])=[O:7])[C:4]([OH:15])=[O:3]. (6) The product is: [Cl:29][C:24]1[CH:25]=[CH:26][CH:27]=[CH:28][C:23]=1[N:5]1[C:6]([C:8]2[S:9][C:10]([C:13]3[CH:18]=[CH:17][CH:16]=[C:15]([S:19]([CH3:22])(=[O:20])=[O:21])[CH:14]=3)=[CH:11][CH:12]=2)=[CH:7][C:3]([CH2:2][N:36]2[CH2:41][CH2:40][O:39][CH2:38][CH2:37]2)=[N:4]1. Given the reactants Br[CH2:2][C:3]1[CH:7]=[C:6]([C:8]2[S:9][C:10]([C:13]3[CH:18]=[CH:17][CH:16]=[C:15]([S:19]([CH3:22])(=[O:21])=[O:20])[CH:14]=3)=[CH:11][CH:12]=2)[N:5]([C:23]2[CH:28]=[CH:27][CH:26]=[CH:25][C:24]=2[Cl:29])[N:4]=1.C([O-])([O-])=O.[K+].[K+].[NH:36]1[CH2:41][CH2:40][O:39][CH2:38][CH2:37]1, predict the reaction product. (7) The product is: [Br:8][C:20]1[C:12]([O:11][CH2:9][CH3:10])=[CH:13][C:14]2[O:18][CH2:17][O:16][C:15]=2[CH:19]=1. Given the reactants C1C(=O)N([Br:8])C(=O)C1.[CH2:9]([O:11][C:12]1[CH:20]=[CH:19][C:15]2[O:16][CH2:17][O:18][C:14]=2[CH:13]=1)[CH3:10].O, predict the reaction product.